This data is from Reaction yield outcomes from USPTO patents with 853,638 reactions. The task is: Predict the reaction yield, written as a fraction of the theoretical maximum amount of product (1.0 means a 100% yield; for example, 0.34 means a 34% yield). (1) The reactants are [F:1][C:2]([F:7])([F:6])[C:3]([OH:5])=[O:4].FC(F)(F)C(O)=O.[Cl:15][C:16]1[CH:17]=[N:18][C:19]2[NH:20][C:21]3[CH:22]=[CH:23][CH:24]=[C:25]([CH:46]=3)[CH2:26][CH2:27][C:28]3[CH:36]=[C:32]([NH:33][C:34]=1[N:35]=2)[CH:31]=[CH:30][C:29]=3[NH:37][C:38]([CH:40]1[CH2:45][CH2:44][NH:43][CH2:42][CH2:41]1)=[O:39].[C:47]([C:49]1[CH:57]=[CH:56][C:52]([C:53](Cl)=[O:54])=[CH:51][CH:50]=1)#[N:48]. The product is [F:1][C:2]([F:7])([F:6])[C:3]([OH:5])=[O:4].[Cl:15][C:16]1[CH:17]=[N:18][C:19]2[NH:20][C:21]3[CH:22]=[CH:23][CH:24]=[C:25]([CH:46]=3)[CH2:26][CH2:27][C:28]3[CH:36]=[C:32]([NH:33][C:34]=1[N:35]=2)[CH:31]=[CH:30][C:29]=3[NH:37][C:38]([CH:40]1[CH2:45][CH2:44][N:43]([C:53](=[O:54])[C:52]2[CH:56]=[CH:57][C:49]([C:47]#[N:48])=[CH:50][CH:51]=2)[CH2:42][CH2:41]1)=[O:39]. No catalyst specified. The yield is 0.200. (2) The reactants are [CH2:1]1[CH2:6][C@H:5]([C:7]([OH:9])=[O:8])[CH2:4][CH2:3][C@H:2]1[CH2:10][NH2:11].[C:12]([O:16][CH:17]([O:21][C:22](ON1C(=O)CCC1=O)=[O:23])[CH:18]([CH3:20])[CH3:19])(=[O:15])[CH2:13][CH3:14]. The catalyst is CC(OC)(C)C.CC(C)=O.O. The product is [C:12]([O:16][CH:17]([O:21][C:22]([NH:11][CH2:10][C@H:2]1[CH2:3][CH2:4][C@H:5]([C:7]([OH:9])=[O:8])[CH2:6][CH2:1]1)=[O:23])[CH:18]([CH3:19])[CH3:20])(=[O:15])[CH2:13][CH3:14]. The yield is 0.210. (3) The reactants are [CH:1]1([C@H:4]([NH:8][C@H:9]([C:11]2[CH:16]=[CH:15][CH:14]=[CH:13][CH:12]=2)[CH3:10])[C:5]([OH:7])=[O:6])[CH2:3][CH2:2]1.[CH3:17][Si](C=[N+]=[N-])(C)C.C([O-])(O)=O.[Na+]. The catalyst is CO. The product is [CH3:17][O:6][C:5](=[O:7])[C@H:4]([CH:1]1[CH2:3][CH2:2]1)[NH:8][C@H:9]([C:11]1[CH:16]=[CH:15][CH:14]=[CH:13][CH:12]=1)[CH3:10]. The yield is 0.790. (4) The reactants are [Cl:1][C:2]1[CH:7]=[CH:6][C:5]([O:8][C:9]2[CH:16]=[CH:15][C:14]([CH:17]=[O:18])=[CH:13][C:10]=2[C:11]#[N:12])=[CH:4][C:3]=1[C:19]([F:22])([F:21])[F:20].[BH4-].[Na+]. The catalyst is C(O)C. The product is [Cl:1][C:2]1[CH:7]=[CH:6][C:5]([O:8][C:9]2[CH:16]=[CH:15][C:14]([CH2:17][OH:18])=[CH:13][C:10]=2[C:11]#[N:12])=[CH:4][C:3]=1[C:19]([F:20])([F:21])[F:22]. The yield is 0.890.